This data is from Full USPTO retrosynthesis dataset with 1.9M reactions from patents (1976-2016). The task is: Predict the reactants needed to synthesize the given product. Given the product [N:1]([CH2:2][C:3]1([C:6]([O:8][C:9]([CH3:12])([CH3:11])[CH3:10])=[O:7])[CH2:4][CH2:5]1)=[C:13]=[O:14], predict the reactants needed to synthesize it. The reactants are: [NH2:1][CH2:2][C:3]1([C:6]([O:8][C:9]([CH3:12])([CH3:11])[CH3:10])=[O:7])[CH2:5][CH2:4]1.[C:13]([O-])(O)=[O:14].[Na+].ClC(Cl)(OC(=O)OC(Cl)(Cl)Cl)Cl.